This data is from Forward reaction prediction with 1.9M reactions from USPTO patents (1976-2016). The task is: Predict the product of the given reaction. Given the reactants [F:1][C:2]1[CH:3]=[C:4]([C:13]2[CH:14]=[N:15][CH:16]=[C:17]([CH:22]=2)[C:18]([O:20][CH3:21])=[O:19])[CH:5]=[CH:6][C:7]=1[O:8][C:9]([F:12])([F:11])[F:10].Cl.[H][H], predict the reaction product. The product is: [F:1][C:2]1[CH:3]=[C:4]([CH:13]2[CH2:14][NH:15][CH2:16][CH:17]([C:18]([O:20][CH3:21])=[O:19])[CH2:22]2)[CH:5]=[CH:6][C:7]=1[O:8][C:9]([F:12])([F:10])[F:11].